This data is from Catalyst prediction with 721,799 reactions and 888 catalyst types from USPTO. The task is: Predict which catalyst facilitates the given reaction. (1) Reactant: [OH:1]O.[Br:3][C:4]1[CH:9]=[CH:8][C:7]([S:10][C:11]([F:14])([F:13])[F:12])=[CH:6][CH:5]=1. Product: [F:13][C:11]([S:10]([C:7]1[CH:6]=[CH:5][C:4]([Br:3])=[CH:9][CH:8]=1)=[O:1])([F:14])[F:12]. The catalyst class is: 15. (2) Reactant: [CH:1]([N:4]1[C:8]([C:9]2[N:10]=[C:11]3[C:17]4[CH:18]=[CH:19][C:20]([C:22]5[CH:23]=[N:24][N:25]([C:27]([CH3:32])([CH3:31])[C:28](O)=[O:29])[CH:26]=5)=[CH:21][C:16]=4[O:15][CH2:14][CH2:13][N:12]3[CH:33]=2)=[N:7][C:6](C)=[N:5]1)([CH3:3])[CH3:2].C([N:38](CC)C(C)C)(C)C.[Cl-].[NH4+].F[P-](F)(F)(F)(F)F.C[N+](C)=C(N(C)C)ON1C2N=CC=CC=2N=N1.C(=O)(O)[O-].[Na+]. Product: [CH:1]([N:4]1[C:8]([C:9]2[N:10]=[C:11]3[C:17]4[CH:18]=[CH:19][C:20]([C:22]5[CH:23]=[N:24][N:25]([C:27]([CH3:31])([CH3:32])[C:28]([NH2:38])=[O:29])[CH:26]=5)=[CH:21][C:16]=4[O:15][CH2:14][CH2:13][N:12]3[CH:33]=2)=[N:7][CH:6]=[N:5]1)([CH3:3])[CH3:2]. The catalyst class is: 3.